This data is from Forward reaction prediction with 1.9M reactions from USPTO patents (1976-2016). The task is: Predict the product of the given reaction. (1) Given the reactants OC1C2C(=CC=CC=2)C(NS(C2SC=CC=2)(=O)=O)=CC=1SCC(O)=O.[CH:26]1[CH:31]=[C:30]([C:32]([OH:34])=[O:33])[C:29]([SH:35])=[CH:28][CH:27]=1.Cl[C:37]1[C:46](=[O:47])[C:45]2[C:40](=[CH:41][CH:42]=[CH:43][CH:44]=2)/[C:39](=[N:48]/[S:49]([C:52]2[CH:57]=[CH:56][C:55]([C:58]3[CH:63]=[CH:62][CH:61]=[CH:60][CH:59]=3)=[CH:54][CH:53]=2)(=[O:51])=[O:50])/[CH:38]=1, predict the reaction product. The product is: [C:55]1([C:58]2[CH:59]=[CH:60][CH:61]=[CH:62][CH:63]=2)[CH:56]=[CH:57][C:52]([S:49]([NH:48][C:39]2[C:40]3[C:45](=[CH:44][CH:43]=[CH:42][CH:41]=3)[C:46]([OH:47])=[C:37]([S:35][C:29]3[CH:28]=[CH:27][CH:26]=[CH:31][C:30]=3[C:32]([OH:34])=[O:33])[CH:38]=2)(=[O:51])=[O:50])=[CH:53][CH:54]=1. (2) Given the reactants CC(OI1(OC(C)=O)(OC(C)=O)OC(=O)C2C=CC=CC1=2)=O.[C:23]([O:27][C:28]([N:30]1[CH2:35][CH2:34][CH:33]([CH2:36][CH2:37][CH2:38][CH2:39][OH:40])[CH2:32][CH2:31]1)=[O:29])([CH3:26])([CH3:25])[CH3:24], predict the reaction product. The product is: [C:23]([O:27][C:28]([N:30]1[CH2:35][CH2:34][CH:33]([CH2:36][CH2:37][CH2:38][CH:39]=[O:40])[CH2:32][CH2:31]1)=[O:29])([CH3:26])([CH3:25])[CH3:24]. (3) Given the reactants [CH3:1][N:2]1[C@:6]2([CH2:17][C:9]3=[N:10][CH:11]=[C:12]([C:14]([OH:16])=[O:15])[CH:13]=[C:8]3[CH2:7]2)[C:5](=[O:18])[NH:4][C:3]1=[O:19].Cl.[NH2:21][C@H:22]1[CH2:27][C@@H:26]([C:28]2[C:33]([F:34])=[C:32]([F:35])[CH:31]=[C:30]([F:36])[C:29]=2[F:37])[C@@H:25]([CH3:38])[N:24]([CH2:39][C:40]([F:43])([F:42])[F:41])[C:23]1=[O:44].C1C=CC2N(O)N=NC=2C=1.C(Cl)CCl.C(N(CC)C(C)C)(C)C.C(=O)(O)[O-].[Na+], predict the reaction product. The product is: [NH4+:2].[OH-:15].[CH3:1][N:2]1[C@:6]2([CH2:17][C:9]3=[N:10][CH:11]=[C:12]([C:14]([NH:21][C@H:22]4[CH2:27][C@@H:26]([C:28]5[C:33]([F:34])=[C:32]([F:35])[CH:31]=[C:30]([F:36])[C:29]=5[F:37])[C@@H:25]([CH3:38])[N:24]([CH2:39][C:40]([F:43])([F:42])[F:41])[C:23]4=[O:44])=[O:16])[CH:13]=[C:8]3[CH2:7]2)[C:5](=[O:18])[NH:4][C:3]1=[O:19]. (4) Given the reactants [CH3:1][NH:2][C:3]([CH2:5][O:6][CH2:7][C:8]([OH:10])=O)=[O:4].CN(C(ON1N=NC2C=CC=CC1=2)=[N+](C)C)C.F[P-](F)(F)(F)(F)F.CCN(C(C)C)C(C)C.[NH2:44][C:45]1[CH:73]=[CH:72][C:48]([CH2:49][C:50]2[CH:54]=[C:53]([C:55]3[CH:60]=[CH:59][C:58]([Br:61])=[CH:57][CH:56]=3)[N:52]([C:62]3[CH:67]=[CH:66][C:65]([S:68]([NH2:71])(=[O:70])=[O:69])=[CH:64][CH:63]=3)[N:51]=2)=[CH:47][CH:46]=1, predict the reaction product. The product is: [CH3:1][NH:2][C:3]([CH2:5][O:6][CH2:7][C:8]([CH:49]([C:50]1[CH:54]=[C:53]([C:55]2[CH:56]=[CH:57][C:58]([Br:61])=[CH:59][CH:60]=2)[N:52]([C:62]2[CH:67]=[CH:66][C:65]([S:68]([NH2:71])(=[O:70])=[O:69])=[CH:64][CH:63]=2)[N:51]=1)[C:48]1[CH:72]=[CH:73][C:45]([NH2:44])=[CH:46][CH:47]=1)=[O:10])=[O:4]. (5) Given the reactants [BH4-].[Na+].[Cl:3][C:4]1[N:9]=[C:8]([CH:10]2[CH2:12][CH2:11]2)[C:7]([C:13]([F:16])([F:15])[F:14])=[C:6]([CH:17]=[O:18])[CH:5]=1, predict the reaction product. The product is: [Cl:3][C:4]1[N:9]=[C:8]([CH:10]2[CH2:11][CH2:12]2)[C:7]([C:13]([F:14])([F:15])[F:16])=[C:6]([CH2:17][OH:18])[CH:5]=1. (6) Given the reactants C(OC(=O)[NH:5][C:6]1[CH:11]=[CH:10][N:9]2[C:12](I)=[CH:13][N:14]=[C:8]2[CH:7]=1)C.CC1(C)C(C)(C)OB([C:25]2[CH:26]=[C:27]([NH:31][C:32]([NH:34][CH2:35][C:36]([F:39])([F:38])[F:37])=[O:33])[CH:28]=[CH:29][CH:30]=2)O1.C([O-])([O-])=O.[K+].[K+].CO, predict the reaction product. The product is: [NH2:5][C:6]1[CH:11]=[CH:10][N:9]2[C:12]([C:29]3[CH:28]=[C:27]([NH:31][C:32]([NH:34][CH2:35][C:36]([F:37])([F:38])[F:39])=[O:33])[CH:26]=[CH:25][CH:30]=3)=[CH:13][N:14]=[C:8]2[CH:7]=1. (7) Given the reactants [F:1][C:2]1[CH:7]=[C:6]([CH2:8]O)[CH:5]=[CH:4][C:3]=1[C:10]1[C:11]([C:16]#[N:17])=[CH:12][CH:13]=[CH:14][CH:15]=1.P(Br)(Br)[Br:19].C(=O)([O-])O.[Na+], predict the reaction product. The product is: [Br:19][CH2:8][C:6]1[CH:5]=[CH:4][C:3]([C:10]2[C:11]([C:16]#[N:17])=[CH:12][CH:13]=[CH:14][CH:15]=2)=[C:2]([F:1])[CH:7]=1. (8) Given the reactants [CH3:1][S:2](Cl)(=[O:4])=[O:3].[CH2:6]1[C:9]2([CH:13]([NH:14][C:15](=[O:21])[O:16][C:17]([CH3:20])([CH3:19])[CH3:18])[CH2:12][NH:11][CH2:10]2)[CH2:8][CH2:7]1.C(N(CC)CC)C, predict the reaction product. The product is: [CH3:1][S:2]([N:11]1[CH2:12][CH:13]([NH:14][C:15](=[O:21])[O:16][C:17]([CH3:19])([CH3:18])[CH3:20])[C:9]2([CH2:8][CH2:7][CH2:6]2)[CH2:10]1)(=[O:4])=[O:3]. (9) Given the reactants Br[C:2]1[CH:3]=[C:4]([C:9]([OH:11])=O)[CH:5]=[N:6][C:7]=1Cl.[OH:12][CH2:13][CH:14]1[CH2:16][CH2:15]1.[C:17]([C:19]1[CH:24]=[CH:23][C:22](B(O)O)=[CH:21][CH:20]=1)#[N:18].Cl.[NH2:29][CH2:30][C@H:31]1[CH2:36][CH2:35][CH2:34][CH2:33][C@H:32]1[OH:37], predict the reaction product. The product is: [C:17]([C:19]1[CH:24]=[CH:23][C:22]([C:2]2[C:7]([O:12][CH2:13][CH:14]3[CH2:16][CH2:15]3)=[N:6][CH:5]=[C:4]([CH:3]=2)[C:9]([NH:29][CH2:30][CH:31]2[CH2:36][CH2:35][CH2:34][CH2:33][CH:32]2[OH:37])=[O:11])=[CH:21][CH:20]=1)#[N:18].